Dataset: Forward reaction prediction with 1.9M reactions from USPTO patents (1976-2016). Task: Predict the product of the given reaction. (1) Given the reactants [CH3:1][N:2]1[C:6]([NH:7][C:8](=[O:26])[C:9]2[CH:14]=[CH:13][CH:12]=[CH:11][C:10]=2[S:15][C:16]2[CH:24]=[C:23]3[C:19]([CH2:20][C:21](=[O:25])[NH:22]3)=[CH:18][CH:17]=2)=[CH:5][C:4]([CH3:27])=[N:3]1.[CH:28](OCC)=[O:29].[O-]CC.[Na+].Cl, predict the reaction product. The product is: [CH3:1][N:2]1[C:6]([NH:7][C:8](=[O:26])[C:9]2[CH:14]=[CH:13][CH:12]=[CH:11][C:10]=2[S:15][C:16]2[CH:24]=[C:23]3[C:19](/[C:20](=[CH:28]/[OH:29])/[C:21](=[O:25])[NH:22]3)=[CH:18][CH:17]=2)=[CH:5][C:4]([CH3:27])=[N:3]1. (2) Given the reactants [CH2:1]([O:8][C:9](=[O:18])[CH:10]=[C:11]1[CH2:14][CH:13]([C:15]([OH:17])=O)[CH2:12]1)[C:2]1[CH:7]=[CH:6][CH:5]=[CH:4][CH:3]=1.CN1CCOCC1.ClC(OCC(C)C)=O.Cl.[CH3:35][O:36][NH:37][CH3:38], predict the reaction product. The product is: [CH3:35][O:36][N:37]([CH3:38])[C:15]([CH:13]1[CH2:12][C:11](=[CH:10][C:9]([O:8][CH2:1][C:2]2[CH:3]=[CH:4][CH:5]=[CH:6][CH:7]=2)=[O:18])[CH2:14]1)=[O:17]. (3) Given the reactants [CH2:1]([N:3]1[C:7]2=[N:8][C:9]([CH2:23][O:24][CH3:25])=[C:10](/[CH:19]=[CH:20]/[CH2:21]O)[C:11]([C:12]3[CH:13]=[N:14][CH:15]=[C:16]([CH3:18])[CH:17]=3)=[C:6]2[CH:5]=[N:4]1)[CH3:2].C1(P(=[CH:45][C:46]([O:48][CH2:49][CH3:50])=[O:47])(C2C=CC=CC=2)C2C=CC=CC=2)C=CC=CC=1, predict the reaction product. The product is: [CH2:1]([N:3]1[C:7]2=[N:8][C:9]([CH2:23][O:24][CH3:25])=[C:10](/[CH:19]=[CH:20]/[CH:21]=[CH:45]/[C:46]([O:48][CH2:49][CH3:50])=[O:47])[C:11]([C:12]3[CH:13]=[N:14][CH:15]=[C:16]([CH3:18])[CH:17]=3)=[C:6]2[CH:5]=[N:4]1)[CH3:2]. (4) Given the reactants [NH2:1][C:2]1[N:7]=[C:6]([C:8]([NH:10][CH:11]([C:13]2[CH:14]=[N:15][C:16]([O:20][CH2:21][C:22]([F:25])([F:24])[F:23])=[C:17]([CH3:19])[CH:18]=2)[CH3:12])=[O:9])[CH:5]=[CH:4][N:3]=1.[C:26](Cl)(=[O:28])[CH3:27], predict the reaction product. The product is: [C:26]([NH:1][C:2]1[N:7]=[C:6]([C:8]([NH:10][CH:11]([C:13]2[CH:14]=[N:15][C:16]([O:20][CH2:21][C:22]([F:24])([F:25])[F:23])=[C:17]([CH3:19])[CH:18]=2)[CH3:12])=[O:9])[CH:5]=[CH:4][N:3]=1)(=[O:28])[CH3:27]. (5) Given the reactants [CH3:1][O:2][C:3]1[CH:22]=[CH:21][C:6]([CH2:7][C@@H:8]2[C:12]3=[N:13][C:14]4[CH:19]=[CH:18][CH:17]=[CH:16][C:15]=4[N:11]3[C:10](=[O:20])[NH:9]2)=[CH:5][CH:4]=1.[C:23]1([C:29]2([CH2:35][NH2:36])[CH2:34][CH2:33][CH2:32][CH2:31][CH2:30]2)[CH:28]=[CH:27][CH:26]=[CH:25][CH:24]=1.C(O)(C(F)(F)F)=O, predict the reaction product. The product is: [NH:13]1[C:14]2[CH:19]=[CH:18][CH:17]=[CH:16][C:15]=2[N:11]=[C:12]1[C@H:8]([NH:9][C:10]([NH:36][CH2:35][C:29]1([C:23]2[CH:24]=[CH:25][CH:26]=[CH:27][CH:28]=2)[CH2:30][CH2:31][CH2:32][CH2:33][CH2:34]1)=[O:20])[CH2:7][C:6]1[CH:21]=[CH:22][C:3]([O:2][CH3:1])=[CH:4][CH:5]=1. (6) Given the reactants Br[C:2]1[CH:3]=[C:4]([CH:18]=[C:19]([O:21][C:22]2[C:27]([C:28]3[CH:33]=[CH:32][N:31]=[C:30]([NH:34][CH3:35])[N:29]=3)=[CH:26][CH:25]=[CH:24][N:23]=2)[CH:20]=1)[C:5]([NH:7][C:8]1[CH:13]=[CH:12][CH:11]=[C:10]([C:14]([F:17])([F:16])[F:15])[CH:9]=1)=[O:6].[C:36](#N)[CH3:37].C[Si](C#C)(C)C, predict the reaction product. The product is: [C:36]([C:2]1[CH:3]=[C:4]([CH:18]=[C:19]([O:21][C:22]2[C:27]([C:28]3[CH:33]=[CH:32][N:31]=[C:30]([NH:34][CH3:35])[N:29]=3)=[CH:26][CH:25]=[CH:24][N:23]=2)[CH:20]=1)[C:5]([NH:7][C:8]1[CH:13]=[CH:12][CH:11]=[C:10]([C:14]([F:16])([F:15])[F:17])[CH:9]=1)=[O:6])#[CH:37].